Task: Predict which catalyst facilitates the given reaction.. Dataset: Catalyst prediction with 721,799 reactions and 888 catalyst types from USPTO (1) Product: [C:27]1([S:24]([NH:23][C:20]2[CH:21]=[CH:22][C:17]([CH:16]=[CH:15][C:14]([NH:8][OH:9])=[O:13])=[CH:18][CH:19]=2)(=[O:26])=[O:25])[CH:32]=[CH:31][CH:30]=[CH:29][CH:28]=1. The catalyst class is: 72. Reactant: O1CCOCC1.Cl.[NH2:8][OH:9].[OH-].[Na+].C[O:13][C:14](=O)[CH:15]=[CH:16][C:17]1[CH:22]=[CH:21][C:20]([NH:23][S:24]([C:27]2[CH:32]=[CH:31][CH:30]=[CH:29][CH:28]=2)(=[O:26])=[O:25])=[CH:19][CH:18]=1. (2) Reactant: C[O:2][C:3](=[O:35])[C:4]1[CH:9]=[CH:8][C:7]([S:10][CH2:11][CH:12]([C:19]2[N:20]([C:28]3[CH:33]=[CH:32][C:31]([Cl:34])=[CH:30][CH:29]=3)[N:21]=[C:22]3[C:27]=2[CH2:26][CH2:25][CH2:24][CH2:23]3)[CH:13]2[CH2:18][CH2:17][CH2:16][CH2:15][CH2:14]2)=[CH:6][CH:5]=1.[OH-].[Na+]. Product: [Cl:34][C:31]1[CH:32]=[CH:33][C:28]([N:20]2[C:19]([CH:12]([CH:13]3[CH2:18][CH2:17][CH2:16][CH2:15][CH2:14]3)[CH2:11][S:10][C:7]3[CH:6]=[CH:5][C:4]([C:3]([OH:35])=[O:2])=[CH:9][CH:8]=3)=[C:27]3[C:22]([CH2:23][CH2:24][CH2:25][CH2:26]3)=[N:21]2)=[CH:29][CH:30]=1. The catalyst class is: 24. (3) Reactant: [H-].[Na+].[CH2:3]([O:10][C:11]1[C:16]([C:17]2[NH:18][C:19]3[C:24]([C:25]=2[CH:26]2[CH2:31][CH2:30][CH2:29][CH2:28][CH2:27]2)=[CH:23][CH:22]=[C:21]([C:32]([O:34][CH3:35])=[O:33])[CH:20]=3)=[CH:15][CH:14]=[CH:13][N:12]=1)[C:4]1[CH:9]=[CH:8][CH:7]=[CH:6][CH:5]=1.Br[CH2:37][CH2:38][O:39][CH2:40][C:41]1[CH:46]=[CH:45][CH:44]=[CH:43][CH:42]=1. Product: [CH2:40]([O:39][CH2:38][CH2:37][N:18]1[C:19]2[C:24](=[CH:23][CH:22]=[C:21]([C:32]([O:34][CH3:35])=[O:33])[CH:20]=2)[C:25]([CH:26]2[CH2:31][CH2:30][CH2:29][CH2:28][CH2:27]2)=[C:17]1[C:16]1[C:11]([O:10][CH2:3][C:4]2[CH:5]=[CH:6][CH:7]=[CH:8][CH:9]=2)=[N:12][CH:13]=[CH:14][CH:15]=1)[C:41]1[CH:46]=[CH:45][CH:44]=[CH:43][CH:42]=1. The catalyst class is: 3.